This data is from Full USPTO retrosynthesis dataset with 1.9M reactions from patents (1976-2016). The task is: Predict the reactants needed to synthesize the given product. (1) Given the product [C:27]([O:26][C:24](=[O:25])[CH2:23][CH2:22][CH2:21][O:15][C:9]1[CH:10]=[CH:11][CH:12]=[C:13]([CH3:14])[C:8]=1[NH:7][C:5](=[O:6])[C:4]1[CH:16]=[CH:17][C:18]([Cl:19])=[C:2]([Br:1])[CH:3]=1)([CH3:30])([CH3:29])[CH3:28], predict the reactants needed to synthesize it. The reactants are: [Br:1][C:2]1[CH:3]=[C:4]([CH:16]=[CH:17][C:18]=1[Cl:19])[C:5]([NH:7][C:8]1[C:13]([CH3:14])=[CH:12][CH:11]=[CH:10][C:9]=1[OH:15])=[O:6].Br[CH2:21][CH2:22][CH2:23][C:24]([O:26][C:27]([CH3:30])([CH3:29])[CH3:28])=[O:25].C([O-])([O-])=O.[K+].[K+]. (2) Given the product [CH:1]1([CH:6]([C:14]2[CH:19]=[CH:18][C:17]([CH2:20][N:21]3[CH2:29][C:28]4[C:23](=[CH:24][CH:25]=[CH:26][CH:27]=4)[C:22]3=[O:30])=[CH:16][CH:15]=2)[C:7]([OH:9])=[O:8])[CH2:2][CH2:3][CH2:4][CH2:5]1, predict the reactants needed to synthesize it. The reactants are: [CH:1]1([CH:6]([C:14]2[CH:19]=[CH:18][C:17]([CH2:20][N:21]3[CH2:29][C:28]4[C:23](=[CH:24][CH:25]=[CH:26][CH:27]=4)[C:22]3=[O:30])=[CH:16][CH:15]=2)[C:7]([O:9]C(C)(C)C)=[O:8])[CH2:5][CH2:4][CH2:3][CH2:2]1. (3) Given the product [Cl:1][C:2]1[CH:3]=[CH:4][C:5]([S:21][C:32]([F:35])([F:34])[F:33])=[C:6]([NH:8][S:9]([C:12]2[O:13][C:14]3[CH:20]=[CH:19][CH:18]=[CH:17][C:15]=3[CH:16]=2)(=[O:11])=[O:10])[CH:7]=1, predict the reactants needed to synthesize it. The reactants are: [Cl:1][C:2]1[CH:3]=[CH:4][C:5]([SH:21])=[C:6]([NH:8][S:9]([C:12]2[O:13][C:14]3[CH:20]=[CH:19][CH:18]=[CH:17][C:15]=3[CH:16]=2)(=[O:11])=[O:10])[CH:7]=1.CC1(C)C2C=CC=CC=2I([C:32]([F:35])([F:34])[F:33])O1. (4) Given the product [CH:1]1([N:6]2[CH2:11][CH2:10][N:9]([C:12]([C:14]3[CH:15]=[C:16]4[C:20](=[CH:21][CH:22]=3)[NH:19][C:18]([C:23]([N:49]3[CH2:54][CH2:53][S:52](=[O:56])(=[O:55])[CH2:51][CH2:50]3)=[O:24])=[CH:17]4)=[O:13])[CH2:8][CH2:7]2)[CH2:2][CH2:3][CH2:4][CH2:5]1, predict the reactants needed to synthesize it. The reactants are: [CH:1]1([N:6]2[CH2:11][CH2:10][N:9]([C:12]([C:14]3[CH:15]=[C:16]4[C:20](=[CH:21][CH:22]=3)[NH:19][C:18]([C:23](O)=[O:24])=[CH:17]4)=[O:13])[CH2:8][CH2:7]2)[CH2:5][CH2:4][CH2:3][CH2:2]1.Cl.F[B-](F)(F)F.N1(OC(N(C)C)=[N+](C)C)C2C=CC=CC=2N=N1.[NH:49]1[CH2:54][CH2:53][S:52](=[O:56])(=[O:55])[CH2:51][CH2:50]1.C(N(CC)C(C)C)(C)C. (5) Given the product [ClH:19].[CH3:1][C:2]1[C:7]([C:8]([OH:10])=[O:9])=[C:6]([C:12]([F:14])([F:13])[F:15])[CH:5]=[C:4]([CH3:16])[N:3]=1, predict the reactants needed to synthesize it. The reactants are: [CH3:1][C:2]1[C:7]([C:8]([O:10]C)=[O:9])=[C:6]([C:12]([F:15])([F:14])[F:13])[CH:5]=[C:4]([CH3:16])[N:3]=1.[OH-].[K+].[ClH:19]. (6) The reactants are: [ClH:1].Cl[C:3]1[CH:18]=[CH:17][C:6]([CH2:7][N:8](CC)[CH:9]2[CH2:14][CH2:13][NH:12][CH2:11][CH2:10]2)=[CH:5][CH:4]=1.C([O-])([O-])=O.[K+].[K+].Br[CH2:26][CH2:27][CH:28]=[C:29]1[C:35]2[CH:36]=[CH:37][CH:38]=[N:39][C:34]=2[CH2:33][O:32][C:31]2[CH:40]=[CH:41][C:42]([C:44]([OH:47])([CH3:46])[CH3:45])=[CH:43][C:30]1=2.[C:48](#N)[CH3:49].O. Given the product [Cl:1][C:5]1[CH:4]=[CH:3][C:18]([CH2:17][CH2:6][CH2:7][NH:8][CH:9]2[CH2:10][CH2:11][N:12]([CH2:26][CH2:27][CH:28]=[C:29]3[C:35]4[CH:36]=[CH:37][CH:38]=[N:39][C:34]=4[CH2:33][O:32][C:31]4[CH:40]=[CH:41][C:42]([C:44]([OH:47])([CH3:46])[CH3:45])=[CH:43][C:30]3=4)[CH2:13][CH2:14]2)=[CH:49][CH:48]=1, predict the reactants needed to synthesize it. (7) The reactants are: [Cl:1][C:2]1[C:25]([O:26][CH3:27])=[CH:24][C:5]2[S:6][C:7]3[C:18](=[O:19])[N:17]([NH:20]C(=O)C)[C:11]4([CH2:16][CH2:15][O:14][CH2:13][CH2:12]4)[CH2:10][C:8]=3[NH:9][C:4]=2[CH:3]=1.Cl. Given the product [NH2:20][N:17]1[C:11]2([CH2:16][CH2:15][O:14][CH2:13][CH2:12]2)[CH2:10][C:8]2[NH:9][C:4]3[CH:3]=[C:2]([Cl:1])[C:25]([O:26][CH3:27])=[CH:24][C:5]=3[S:6][C:7]=2[C:18]1=[O:19], predict the reactants needed to synthesize it.